From a dataset of Reaction yield outcomes from USPTO patents with 853,638 reactions. Predict the reaction yield, written as a fraction of the theoretical maximum amount of product (1.0 means a 100% yield; for example, 0.34 means a 34% yield). (1) The reactants are [Cl:1][C:2]1[CH:7]=[CH:6][C:5]([NH:8][C:9](=[O:11])[CH3:10])=[CH:4][C:3]=1[C:12]#[N:13].[N+:14]([O-])([O-:16])=[O:15].[K+]. The catalyst is S(=O)(=O)(O)O. The product is [Cl:1][C:2]1[C:3]([C:12]#[N:13])=[CH:4][C:5]([NH:8][C:9](=[O:11])[CH3:10])=[C:6]([N+:14]([O-:16])=[O:15])[CH:7]=1. The yield is 0.290. (2) The reactants are [CH:1]1([N:4]2[C:13]3[C:8](=[N:9][CH:10]=[C:11]([CH2:14][C:15]4[CH:20]=[CH:19][C:18]([F:21])=[CH:17][CH:16]=4)[CH:12]=3)[C:7]([OH:22])=[C:6]([C:23](OCC)=[O:24])[C:5]2=[O:28])[CH2:3][CH2:2]1.[NH2:29][CH2:30][CH2:31][OH:32]. The catalyst is C(O)C. The product is [CH:1]1([N:4]2[C:13]3[C:8](=[N:9][CH:10]=[C:11]([CH2:14][C:15]4[CH:20]=[CH:19][C:18]([F:21])=[CH:17][CH:16]=4)[CH:12]=3)[C:7]([OH:22])=[C:6]([C:23]([NH:29][CH2:30][CH2:31][OH:32])=[O:24])[C:5]2=[O:28])[CH2:3][CH2:2]1. The yield is 0.640. (3) The reactants are C(OC([N:11]1[CH2:15][CH:14]2[CH2:16][CH:17]([CH2:19][O:20][C:21]3[CH:30]=[C:29]4[C:24]([C:25]([O:31][C:32]5[CH:37]=[CH:36][C:35]([N+:38]([O-:40])=[O:39])=[CH:34][C:33]=5[F:41])=[CH:26][CH:27]=[N:28]4)=[CH:23][C:22]=3[O:42][CH3:43])[CH2:18][CH:13]2[CH2:12]1)=O)C1C=CC=CC=1.Br. The catalyst is C(O)(=O)C.CCOC(C)=O. The product is [F:41][C:33]1[CH:34]=[C:35]([N+:38]([O-:40])=[O:39])[CH:36]=[CH:37][C:32]=1[O:31][C:25]1[C:24]2[C:29](=[CH:30][C:21]([O:20][CH2:19][CH:17]3[CH2:18][CH:13]4[CH2:12][NH:11][CH2:15][CH:14]4[CH2:16]3)=[C:22]([O:42][CH3:43])[CH:23]=2)[N:28]=[CH:27][CH:26]=1. The yield is 0.950. (4) The reactants are [Cl:1][C:2]1[CH:11]=[C:10]([O:12][CH2:13][CH3:14])[C:9]([N:15]2[CH:19]=[CH:18][CH:17]=[N:16]2)=[CH:8][C:3]=1[C:4](OC)=[O:5].[NH3:20]. No catalyst specified. The product is [Cl:1][C:2]1[CH:11]=[C:10]([O:12][CH2:13][CH3:14])[C:9]([N:15]2[CH:19]=[CH:18][CH:17]=[N:16]2)=[CH:8][C:3]=1[C:4]([NH2:20])=[O:5]. The yield is 0.750. (5) The reactants are Cl[C:2]1[CH:7]=[C:6]([O:8][C:9]2[C:10]([CH3:18])=[N:11][C:12]([N+:15]([O-:17])=[O:16])=[CH:13][CH:14]=2)[CH:5]=[CH:4][N:3]=1.C[Si]([C:23]#[CH:24])(C)C.CCCC[N+](CCCC)(CCCC)CCCC.[F-]. The catalyst is CN(C=O)C.CCOC(C)=O.Cl[Pd](Cl)([P](C1C=CC=CC=1)(C1C=CC=CC=1)C1C=CC=CC=1)[P](C1C=CC=CC=1)(C1C=CC=CC=1)C1C=CC=CC=1.[Cu]I. The product is [C:23]([C:2]1[CH:7]=[C:6]([O:8][C:9]2[C:10]([CH3:18])=[N:11][C:12]([N+:15]([O-:17])=[O:16])=[CH:13][CH:14]=2)[CH:5]=[CH:4][N:3]=1)#[CH:24]. The yield is 0.106. (6) The reactants are [CH3:1][O:2][C:3]1[CH:4]=[C:5]([CH:8]=[C:9]([O:11][CH3:12])[CH:10]=1)[CH:6]=[O:7].[N+:13]([O-])([OH:15])=[O:14]. No catalyst specified. The product is [CH3:12][O:11][C:9]1[C:8]([N+:13]([O-:15])=[O:14])=[C:5]([CH:4]=[C:3]([O:2][CH3:1])[CH:10]=1)[CH:6]=[O:7]. The yield is 0.640. (7) The reactants are [CH3:1][C:2]1[C:6]([CH3:7])=[C:5]([NH:8][C:9](=[O:16])OCC(Cl)(Cl)Cl)[O:4][N:3]=1.[F:17][C:18]1[C:23]([F:24])=[CH:22][CH:21]=[CH:20][C:19]=1[C:25]1[CH:30]=[CH:29][CH:28]=[C:27]([N:31]2[CH2:36][CH2:35][NH:34][CH2:33][CH2:32]2)[CH:26]=1. No catalyst specified. The product is [F:17][C:18]1[C:23]([F:24])=[CH:22][CH:21]=[CH:20][C:19]=1[C:25]1[CH:30]=[CH:29][CH:28]=[C:27]([N:31]2[CH2:32][CH2:33][N:34]([C:9]([NH:8][C:5]3[O:4][N:3]=[C:2]([CH3:1])[C:6]=3[CH3:7])=[O:16])[CH2:35][CH2:36]2)[CH:26]=1. The yield is 0.430. (8) The reactants are [Br-].[C:2]([O:6][C:7]([N:9]1[C:17]2[CH:16]=[CH:15][N+:14]([CH:18]([C:26]3[CH:31]=[CH:30][CH:29]=[CH:28][C:27]=3[Cl:32])[CH2:19][CH2:20][CH2:21][CH2:22][CH:23]([CH3:25])[CH3:24])=[CH:13][C:12]=2[CH:11]=[CH:10]1)=[O:8])([CH3:5])([CH3:4])[CH3:3].[BH4-].[Na+]. The catalyst is CCO. The product is [C:2]([O:6][C:7]([N:9]1[C:17]2[CH2:16][CH2:15][N:14]([CH:18]([C:26]3[CH:31]=[CH:30][CH:29]=[CH:28][C:27]=3[Cl:32])[CH2:19][CH2:20][CH2:21][CH2:22][C:23]([C:7]([O:6][CH2:2][CH3:3])=[O:8])([CH3:24])[CH3:25])[CH2:13][C:12]=2[CH:11]=[CH:10]1)=[O:8])([CH3:4])([CH3:5])[CH3:3]. The yield is 0.609.